Dataset: Orexin1 receptor HTS with 218,158 compounds and 233 confirmed actives. Task: Binary Classification. Given a drug SMILES string, predict its activity (active/inactive) in a high-throughput screening assay against a specified biological target. (1) The molecule is O=c1n(c(nc2c1cccc2)N(\N=C\c1oc([N+]([O-])=O)cc1)C(=O)C)c1ccccc1. The result is 0 (inactive). (2) The result is 0 (inactive). The compound is o1c(CN2C(Nc3c(C2=O)cccc3)c2ccccc2)ccc1. (3) The drug is O(c1ccc(N(CC=C)C(=O)c2ccccc2)cc1)C. The result is 0 (inactive). (4) The compound is N(CCCCCCCC)c1ncnc2c1cccc2. The result is 0 (inactive). (5) The molecule is ClC12C3C(C(Cl)(C1(OC)OC)C(Cl)=C2Cl)C(=O)N(C3=O)c1ccc(OC)cc1. The result is 0 (inactive). (6) The molecule is O=c1n(Cc2c(ccc(c2)C)C)c2c(c(=O)n1CCC(=O)NCc1occc1)cccc2. The result is 0 (inactive). (7) The result is 0 (inactive). The molecule is s1c(C(N2CCCC2)C(NC(=O)c2cc(S(=O)(=O)N(CC)CC)ccc2)C)ccc1. (8) The molecule is O=C(Nc1c(ccc(c1)C(O)=O)C)CCc1ccccc1. The result is 0 (inactive). (9) The molecule is O(CC(=O)NC1CCCCC1)c1c2c(n(c(=O)c1)C)cccc2. The result is 0 (inactive).